This data is from Drug-target binding data from BindingDB using IC50 measurements. The task is: Regression. Given a target protein amino acid sequence and a drug SMILES string, predict the binding affinity score between them. We predict pIC50 (pIC50 = -log10(IC50 in M); higher means more potent). Dataset: bindingdb_ic50. (1) The small molecule is CC[C@@H](C)[C@H](NC(=O)OC(C)(C)C)C(=O)N[C@H](C(=O)N[C@@H](CC(C)C)C(O)CC(=O)NC(C)C)[C@H](C)CC. The target protein (P42893) has sequence MGSLRPPQGLGLQWSSFFLGKKGPGLTVSLPLLASSLQVNFRSPRSGQRCWAARTSVEKRLVVLVTLLAAGLVACLAALGIQYRTRTPPVCLTEACVSVTSSILNSMDPTVDPCQDFFSYACGGWIKANPVPDGHSRWGTFSNLWEHNQAIIKHLLENSTASASEAEKKAQVYYRACMNETRIEELRAKPLMELIEKLGGWNITGPWAKDNFQDTLQVVTAHYRTSPFFSVYVSADSKNSNSNVIQVDQSGLGLPSRDYYLNKTENEKVLTGYLNYMVQLGKLLGGGDEDSIRPQMQQILDFETALANITIPQEKRRDEELIYHKVTAAELQTLAPAINWLPFLNAIFYPVEINESEPIVVYDKEYLRQVSTLINSTDKCLLNNYMMWNLVRKTSSFLDQRFQDADEKFMEVMYGTKKTCLPRWKFCVSDTENNLGFALGPMFVKATFAEDSKNIASEIILEIKKAFEESLSTLKWMDEDTRRSAKEKADAIYNMIGYPN.... The pIC50 is 7.5. (2) The small molecule is COC(=O)CCCCCCCC=C(Br)Br. The target protein (P24470) has sequence MELLGFTTLALVVSVTCLSLLSVWTKLRTRGRLPPGPTPLPIIGNLLQLNLKDIPASLSKLAKEYGPVYTLYFGTSPTVVLHGYDVVKEALLQQGDEFLGRGPLPIIEDTHKGYGLIFSNGERWKVMRRFSLMTLRNFGMGKRSLEERVQEEARCLVEELQKTKAQPFDPTFILACAPCNVICSILFNDRFQYNDKTFLNLMDLLNKNFQQVNSVWCQMYNLWPTIIKYLPGKHIEFAKRIDDVKNFILEKVKEHQKSLDPANPRDYIDCFLSKIEEEKDNLKSEFHLENLAVCGSNLFTAGTETTSTTLRFGLLLLMKYPEVQAKVHEELDRVIGRHQPPSMKDKMKLPYTDAVLHEIQRYITLLPSSLPHAVVQDTKFRDYVIPKGTTVLPMLSSVMLDQKEFANPEKFDPGHFLDKNGCFKKTDYFVPFSLGKRACVGESLARMELFLFFTTLLQKFSLKTLVEPKDLDIKPITTGIINLPPPYKLCLVPR. The pIC50 is 5.2. (3) The drug is Cc1cnc(-c2nc(C(=O)NCCCCC(=O)C(F)(F)F)c(C3CC3)s2)s1. The target protein (Q9UBN7) has sequence MTSTGQDSTTTRQRRSRQNPQSPPQDSSVTSKRNIKKGAVPRSIPNLAEVKKKGKMKKLGQAMEEDLIVGLQGMDLNLEAEALAGTGLVLDEQLNEFHCLWDDSFPEGPERLHAIKEQLIQEGLLDRCVSFQARFAEKEELMLVHSLEYIDLMETTQYMNEGELRVLADTYDSVYLHPNSYSCACLASGSVLRLVDAVLGAEIRNGMAIIRPPGHHAQHSLMDGYCMFNHVAVAARYAQQKHRIRRVLIVDWDVHHGQGTQFTFDQDPSVLYFSIHRYEQGRFWPHLKASNWSTTGFGQGQGYTINVPWNQVGMRDADYIAAFLHVLLPVALEFQPQLVLVAAGFDALQGDPKGEMAATPAGFAQLTHLLMGLAGGKLILSLEGGYNLRALAEGVSASLHTLLGDPCPMLESPGAPCRSAQASVSCALEALEPFWEVLVRSTETVERDNMEEDNVEESEEEGPWEPPVLPILTWPVLQSRTGLVYDQNMMNHCNLWDSHH.... The pIC50 is 7.6. (4) The small molecule is O=C(NCC(F)(F)F)[C@@H]1CN(Cc2cc3cccc(Cl)c3o2)CCN1C[C@@H](O)C[C@@H](Cc1ccncc1)C(=O)N[C@H]1c2ccccc2OC[C@H]1O. The pIC50 is 9.0. The target protein sequence is PQITLWKRPIVTIKIGGQLKEALLDTGADDTVLEEMNLPGRWKPKIIGGIGGFVKVREYDQIPVEICGHKAIGTVLIGPTPFNVIGRNLMTQLGCTLNF.